From a dataset of Experimentally validated miRNA-target interactions with 360,000+ pairs, plus equal number of negative samples. Binary Classification. Given a miRNA mature sequence and a target amino acid sequence, predict their likelihood of interaction. (1) The miRNA is hsa-miR-548ab with sequence AAAAGUAAUUGUGGAUUUUGCU. The protein sequence of the target gene is MAEMEKEGRPPENKRSRKPAHPVKREINEEMKNFAENTMNELLGWYGYDKVELKDGEDIEFRSYTTDGESRQHISVLKENSLPKPKLPEDSVISSYNISTGYSGLATGNGLSDSPAGSKDHGNVPIIVPLIPPPFIKPPAEDDVSNVQIMCAWCQKVGIKRYSLSMGSEVKSFCSEKCFAACRRAYFKRNKARDEDGRAETFPQQHYAKETPRLAFKNNCELLVCDWCKHIRHTKEYLDFGDGERRLQFCSAKCLNQYKMDIFYKETQANLPAGLCSTLHPHMESKAEGTGVQLLTPDSW.... Result: 0 (no interaction). (2) The miRNA is hsa-miR-216b-5p with sequence AAAUCUCUGCAGGCAAAUGUGA. The protein sequence of the target gene is MSGDTCLCPASGAKPKISGFKGGGLGNKYVQLNVGGSLYYTTVRALTRHDTMLKAMFSGRMEVLTDKEGWILIDRCGKHFGTILNYLRDDTITLPQSRQEIQELMAEAKYYLIQGLVSTCQTALQDKKDSYQPVCNIPIITSLREEDRLIESSTKPVVKLLYNRSNNKYSYTSNSDDHLLKNIELFDKLSLRFNGRVLFIKDVIGDEICCWSFYGQGRKLAEVCCTSIVYATEKKQTKVEFPEARIYEETLNVLLYETPRVPDNSLLEATSRSRSQASPSEDEDTFELRDRVRRIHVKRY.... Result: 0 (no interaction). (3) The miRNA is hsa-miR-4446-5p with sequence AUUUCCCUGCCAUUCCCUUGGC. The protein sequence of the target gene is MEAEVDKLELMFQKAESDLDYIQYRLEYEIKTNHPDSASEKNPVTLLKELSVIKSRYQTLYARFKPVAVEQKESKSRICATVKKTMNMIQKLQKQTDLELSPLTKEEKTAAEQFKFHMPDL. Result: 1 (interaction).